This data is from CYP3A4 inhibition data for predicting drug metabolism from PubChem BioAssay. The task is: Regression/Classification. Given a drug SMILES string, predict its absorption, distribution, metabolism, or excretion properties. Task type varies by dataset: regression for continuous measurements (e.g., permeability, clearance, half-life) or binary classification for categorical outcomes (e.g., BBB penetration, CYP inhibition). Dataset: cyp3a4_veith. The molecule is CC(=O)Nc1ccc(-c2nnc(SCC(=O)c3ccc4c(c3)Cc3ccccc3-4)n2C)cc1. The result is 1 (inhibitor).